From a dataset of Forward reaction prediction with 1.9M reactions from USPTO patents (1976-2016). Predict the product of the given reaction. (1) Given the reactants O[PH2]=O.[Cl:4][C:5]1[CH:6]=[CH:7][C:8]2[N:9]([C:11]([CH:14]([C:16]3[CH:17]=[C:18]4[C:23](=[CH:24][CH:25]=3)[N:22]=C[CH:20]=[CH:19]4)O)=[CH:12][N:13]=2)[N:10]=1.II, predict the reaction product. The product is: [Cl:4][C:5]1[CH:6]=[CH:7][C:8]2[N:9]([C:11]([C:14]3[CH:16]=[CH:17][C:18]4[C:23](=[CH:24][CH:25]=[CH:20][CH:19]=4)[N:22]=3)=[CH:12][N:13]=2)[N:10]=1. (2) Given the reactants C([O-])=O.[NH4+:4].[C:5]([C:8]1[CH:13]=[CH:12][CH:11]=[CH:10][CH:9]=1)(=O)[CH3:6].C(O)(=O)C, predict the reaction product. The product is: [CH3:6][CH:5]([NH2:4])[C:8]1[CH:13]=[CH:12][CH:11]=[CH:10][CH:9]=1.